From a dataset of Reaction yield outcomes from USPTO patents with 853,638 reactions. Predict the reaction yield, written as a fraction of the theoretical maximum amount of product (1.0 means a 100% yield; for example, 0.34 means a 34% yield). (1) The reactants are [OH-:1].[Na+].[F:3][C:4]1[CH:5]=[C:6]2[C:10](=[CH:11][CH:12]=1)[NH:9][C:8](=[O:13])[C:7]2=O.[N:15]([O-])=O.[Na+].CCOCC. The catalyst is O.Cl. The product is [F:3][C:4]1[CH:5]=[C:6]2[C:10](=[CH:11][CH:12]=1)[NH:9][N:15]=[C:7]2[C:8]([OH:13])=[O:1]. The yield is 0.510. (2) The yield is 0.580. The reactants are [F:1][C:2]1[CH:30]=[CH:29][C:28]([F:31])=[CH:27][C:3]=1[O:4][C:5]1[CH:10]=[CH:9][C:8]([C:11]2[C:19]3[C:14](=[N:15][CH:16]=[N:17][C:18]=3[NH2:20])[N:13]([C@@H:21]3[CH2:26][CH2:25][CH2:24][NH:23][CH2:22]3)[N:12]=2)=[CH:7][CH:6]=1.CN(C(ON1N=NC2C=CC=NC1=2)=[N+](C)C)C.F[P-](F)(F)(F)(F)F.C(N(CC)CC)C.[C:63]([CH2:65][C:66](O)=[O:67])#[N:64]. The product is [NH2:20][C:18]1[N:17]=[CH:16][N:15]=[C:14]2[N:13]([C@@H:21]3[CH2:26][CH2:25][CH2:24][N:23]([C:66](=[O:67])[CH2:65][C:63]#[N:64])[CH2:22]3)[N:12]=[C:11]([C:8]3[CH:7]=[CH:6][C:5]([O:4][C:3]4[CH:27]=[C:28]([F:31])[CH:29]=[CH:30][C:2]=4[F:1])=[CH:10][CH:9]=3)[C:19]=12. The catalyst is ClCCl. (3) The reactants are C1C=CC2N(O)N=NC=2C=1.O.[C:12]([O:16][C:17]([NH:19][C@@H:20]([CH2:24][C:25]1[CH:30]=[CH:29][C:28]([O:31][C:32]([O:34][C:35]([CH3:38])([CH3:37])[CH3:36])=[O:33])=[CH:27][CH:26]=1)[C:21](O)=[O:22])=[O:18])([CH3:15])([CH3:14])[CH3:13].[NH2:39][CH2:40][CH2:41][CH2:42][CH2:43][CH2:44][C:45]([O:47][CH3:48])=[O:46].Cl. The catalyst is CCOC(C)=O.C(Cl)CCl.C(#N)C.C(Cl)Cl. The product is [C:12]([O:16][C:17]([NH:19][C@@H:20]([CH2:24][C:25]1[CH:26]=[CH:27][C:28]([O:31][C:32]([O:34][C:35]([CH3:38])([CH3:36])[CH3:37])=[O:33])=[CH:29][CH:30]=1)[C:21]([NH:39][CH2:40][CH2:41][CH2:42][CH2:43][CH2:44][C:45]([O:47][CH3:48])=[O:46])=[O:22])=[O:18])([CH3:13])([CH3:14])[CH3:15]. The yield is 0.385.